This data is from Reaction yield outcomes from USPTO patents with 853,638 reactions. The task is: Predict the reaction yield, written as a fraction of the theoretical maximum amount of product (1.0 means a 100% yield; for example, 0.34 means a 34% yield). (1) The reactants are Cl[C:2]1[N:11]=[CH:10][CH:9]=[C:8]([C:12]#[N:13])[C:3]=1[C:4]([O:6][CH3:7])=[O:5].[CH2:14]([N:16]1[CH:20]=[C:19](B2OC(C)(C)C(C)(C)O2)[CH:18]=[N:17]1)[CH3:15].C([O-])([O-])=O.[Na+].[Na+].O. The catalyst is COCCOC.C1C=CC([P]([Pd]([P](C2C=CC=CC=2)(C2C=CC=CC=2)C2C=CC=CC=2)([P](C2C=CC=CC=2)(C2C=CC=CC=2)C2C=CC=CC=2)[P](C2C=CC=CC=2)(C2C=CC=CC=2)C2C=CC=CC=2)(C2C=CC=CC=2)C2C=CC=CC=2)=CC=1.CCOC(C)=O. The product is [C:12]([C:8]1[C:3]([C:4]([O:6][CH3:7])=[O:5])=[C:2]([C:19]2[CH:18]=[N:17][N:16]([CH2:14][CH3:15])[CH:20]=2)[N:11]=[CH:10][CH:9]=1)#[N:13]. The yield is 0.980. (2) The reactants are [NH2:1][C:2]1[CH:7]=[C:6]([F:8])[C:5]([N+:9]([O-:11])=[O:10])=[CH:4][C:3]=1[C:12]#[C:13][C:14]([CH3:26])([CH3:25])[C:15]([O:17][CH2:18][C:19]1[CH:24]=[CH:23][CH:22]=[CH:21][CH:20]=1)=[O:16]. The catalyst is C(#N)C.Cl[Pd]Cl. The product is [F:8][C:6]1[CH:7]=[C:2]2[C:3]([CH:12]=[C:13]([C:14]([CH3:26])([CH3:25])[C:15]([O:17][CH2:18][C:19]3[CH:20]=[CH:21][CH:22]=[CH:23][CH:24]=3)=[O:16])[NH:1]2)=[CH:4][C:5]=1[N+:9]([O-:11])=[O:10]. The yield is 0.900.